From a dataset of Forward reaction prediction with 1.9M reactions from USPTO patents (1976-2016). Predict the product of the given reaction. (1) Given the reactants [CH3:1][N:2]([CH3:25])[C:3]([C:5]1[CH:16]=[C:15]([O:17]CC2C=CC=CC=2)[C:8]2[N:9]=[C:10]([CH2:13][CH3:14])[N:11]([CH3:12])[C:7]=2[CH:6]=1)=[O:4].C(O)(=O)C, predict the reaction product. The product is: [CH3:25][N:2]([CH3:1])[C:3]([C:5]1[CH:16]=[C:15]([OH:17])[C:8]2[N:9]=[C:10]([CH2:13][CH3:14])[N:11]([CH3:12])[C:7]=2[CH:6]=1)=[O:4]. (2) Given the reactants [OH:1][C:2]1[C:3]([O:19][CH3:20])=[C:4]([CH:16]=[CH:17][CH:18]=1)[CH2:5][CH:6]1C(=O)OC(C)(C)[O:8][C:7]1=[O:15].O.C(OCC)(=O)C, predict the reaction product. The product is: [OH:1][C:2]1[C:3]([O:19][CH3:20])=[C:4]([CH2:5][CH2:6][C:7]([OH:15])=[O:8])[CH:16]=[CH:17][CH:18]=1. (3) Given the reactants Br[C:2]1[CH:6]=[C:5]([C:7]2[CH:12]=[CH:11][C:10]([O:13][C:14]3[CH:19]=[CH:18][CH:17]=[CH:16][CH:15]=3)=[CH:9][CH:8]=2)[S:4][C:3]=1[C:20]([O:22][CH3:23])=[O:21].[NH2:24][CH2:25][C:26]([N:28]1[CH2:33][CH2:32][O:31][CH2:30][CH2:29]1)=[O:27].Cl.C([O-])([O-])=O.[Cs+].[Cs+].C1C=CC(P(C2C(C3C(P(C4C=CC=CC=4)C4C=CC=CC=4)=CC=C4C=3C=CC=C4)=C3C(C=CC=C3)=CC=2)C2C=CC=CC=2)=CC=1, predict the reaction product. The product is: [O:31]1[CH2:32][CH2:33][N:28]([C:26](=[O:27])[CH2:25][NH:24][C:2]2[CH:6]=[C:5]([C:7]3[CH:12]=[CH:11][C:10]([O:13][C:14]4[CH:19]=[CH:18][CH:17]=[CH:16][CH:15]=4)=[CH:9][CH:8]=3)[S:4][C:3]=2[C:20]([O:22][CH3:23])=[O:21])[CH2:29][CH2:30]1. (4) Given the reactants [CH2:1]([NH:8][C:9]1[N:14]=[C:13]([C:15]2[C:23]3[C:18](=[N:19][C:20]([NH:24][CH2:25][CH2:26][N:27]4[CH2:32][CH2:31][O:30][CH2:29][CH2:28]4)=[N:21][CH:22]=3)[N:17](COCC[Si](C)(C)C)[N:16]=2)[CH:12]=[CH:11][CH:10]=1)[C:2]1[CH:7]=[CH:6][CH:5]=[CH:4][CH:3]=1.C(O)(C(F)(F)F)=O.C([O-])(O)=O.[Na+], predict the reaction product. The product is: [CH2:1]([NH:8][C:9]1[N:14]=[C:13]([C:15]2[C:23]3[C:18](=[N:19][C:20]([NH:24][CH2:25][CH2:26][N:27]4[CH2:28][CH2:29][O:30][CH2:31][CH2:32]4)=[N:21][CH:22]=3)[NH:17][N:16]=2)[CH:12]=[CH:11][CH:10]=1)[C:2]1[CH:7]=[CH:6][CH:5]=[CH:4][CH:3]=1. (5) Given the reactants [F:8][C:7]([F:10])([F:9])[C:6](O[C:6](=[O:11])[C:7]([F:10])([F:9])[F:8])=[O:11].[Cl:14][C:15]1[CH:16]=[C:17]([C:21]2([CH2:31][NH2:32])[CH2:30][CH2:29][C:24]3([O:28][CH2:27][CH2:26][O:25]3)[CH2:23][CH2:22]2)[CH:18]=[CH:19][CH:20]=1.C(N(C(C)C)CC)(C)C, predict the reaction product. The product is: [Cl:14][C:15]1[CH:16]=[C:17]([C:21]2([CH2:31][NH:32][C:6](=[O:11])[C:7]([F:8])([F:9])[F:10])[CH2:22][CH2:23][C:24]3([O:25][CH2:26][CH2:27][O:28]3)[CH2:29][CH2:30]2)[CH:18]=[CH:19][CH:20]=1. (6) Given the reactants [CH3:1][C:2]1([CH3:34])[CH2:11][CH2:10][C:9]([CH3:13])([CH3:12])[C:8]2[CH:7]=[C:6]([O:14][CH2:15][CH2:16][O:17][C:18]3[CH:33]=[CH:32][C:21]([CH2:22][CH:23]([C:28]([O:30]C)=[O:29])[C:24]([O:26]C)=[O:25])=[CH:20][CH:19]=3)[CH:5]=[CH:4][C:3]1=2.[OH-].[Na+], predict the reaction product. The product is: [CH3:1][C:2]1([CH3:34])[CH2:11][CH2:10][C:9]([CH3:12])([CH3:13])[C:8]2[CH:7]=[C:6]([O:14][CH2:15][CH2:16][O:17][C:18]3[CH:19]=[CH:20][C:21]([CH2:22][CH:23]([C:24]([OH:26])=[O:25])[C:28]([OH:30])=[O:29])=[CH:32][CH:33]=3)[CH:5]=[CH:4][C:3]1=2.